From a dataset of Reaction yield outcomes from USPTO patents with 853,638 reactions. Predict the reaction yield, written as a fraction of the theoretical maximum amount of product (1.0 means a 100% yield; for example, 0.34 means a 34% yield). (1) The product is [CH3:17][N:18]1[C:22]([C:2]2[CH:3]=[C:4]([C:7]([O:9][CH3:10])=[O:8])[S:5][CH:6]=2)=[CH:21][CH:20]=[N:19]1. The catalyst is O1CCOCC1.O.C1C=CC([P]([Pd]([P](C2C=CC=CC=2)(C2C=CC=CC=2)C2C=CC=CC=2)([P](C2C=CC=CC=2)(C2C=CC=CC=2)C2C=CC=CC=2)[P](C2C=CC=CC=2)(C2C=CC=CC=2)C2C=CC=CC=2)(C2C=CC=CC=2)C2C=CC=CC=2)=CC=1. The yield is 0.700. The reactants are Br[C:2]1[CH:3]=[C:4]([C:7]([O:9][CH3:10])=[O:8])[S:5][CH:6]=1.C([O-])([O-])=O.[K+].[K+].[CH3:17][N:18]1[C:22](B2OC(C)(C)C(C)(C)O2)=[CH:21][CH:20]=[N:19]1. (2) The reactants are [CH3:1][O:2][C:3]1[CH:4]=[C:5](/[CH:21]=[CH:22]/[C:23]([OH:25])=O)[CH:6]=[C:7]([C:9]2[CH:18]=[CH:17][C:16]3[C:11](=[CH:12][CH:13]=[C:14]([O:19][CH3:20])[CH:15]=3)[CH:10]=2)[CH:8]=1.[CH3:26][NH2:27]. No catalyst specified. The product is [CH3:1][O:2][C:3]1[CH:4]=[C:5](/[CH:21]=[CH:22]/[C:23]([NH:27][CH3:26])=[O:25])[CH:6]=[C:7]([C:9]2[CH:18]=[CH:17][C:16]3[C:11](=[CH:12][CH:13]=[C:14]([O:19][CH3:20])[CH:15]=3)[CH:10]=2)[CH:8]=1. The yield is 0.530. (3) The yield is 0.850. The product is [CH:1]1([CH:7]([NH:25][C:26]2[CH:27]=[CH:28][C:29]([C:58]([N:36]([CH3:35])[CH2:37][CH2:38][C:39]([OH:41])=[O:40])=[O:57])=[CH:33][CH:34]=2)[C:8]2[CH:12]=[C:11]([C:13]3[CH:14]=[N:15][C:16]([O:19][CH2:20][CH2:21][O:22][CH3:23])=[CH:17][CH:18]=3)[O:10][C:9]=2[CH3:24])[CH2:6][CH2:5][CH2:4][CH2:3][CH2:2]1. The reactants are [CH:1]1([CH:7]([NH:25][C:26]2[CH:34]=[CH:33][C:29](C(O)=O)=[CH:28][CH:27]=2)[C:8]2[CH:12]=[C:11]([C:13]3[CH:14]=[N:15][C:16]([O:19][CH2:20][CH2:21][O:22][CH3:23])=[CH:17][CH:18]=3)[O:10][C:9]=2[CH3:24])[CH2:6][CH2:5][CH2:4][CH2:3][CH2:2]1.[CH3:35][NH:36][CH2:37][CH2:38][C:39]([O:41]CC)=[O:40].Cl.C(N=C=NCCCN(C)C)C.O.[OH:57][C:58]1C2N=NNC=2C=CC=1. The catalyst is CN(C)C=O.C(OCC)(=O)C.C(N(CC)CC)C. (4) The reactants are [F:1][C:2]1[CH:7]=[CH:6][C:5]([NH:8][C:9]2[C:10](=[CH:14][CH:15]=[CH:16][CH:17]=2)[C:11]([OH:13])=O)=[CH:4][CH:3]=1.P(Cl)(Cl)(Cl)=O.Cl. The catalyst is O. The product is [F:1][C:2]1[CH:3]=[CH:4][C:5]2[NH:8][C:9]3[C:10](=[CH:14][CH:15]=[CH:16][CH:17]=3)[C:11](=[O:13])[C:6]=2[CH:7]=1. The yield is 0.590. (5) The reactants are [Br:1][C:2]1[N:6]=[C:5]([Br:7])[NH:4][N:3]=1.[CH:8]1[C:13]([F:14])=[CH:12][C:11]([F:15])=[C:10]([C:16]([CH2:18]Cl)=[O:17])[CH:9]=1.C(=O)([O-])[O-].[K+].[K+]. The catalyst is O1CCCC1. The product is [Br:1][C:2]1[N:6]=[C:5]([Br:7])[N:4]([CH2:18][C:16]([C:10]2[CH:9]=[CH:8][C:13]([F:14])=[CH:12][C:11]=2[F:15])=[O:17])[N:3]=1. The yield is 0.870. (6) The reactants are C(OC([C:6]1[S:7][C:8]([NH:11][C:12](=[O:43])[C:13]2[CH:18]=[C:17]([Cl:19])[C:16]([O:20][C:21]3[CH:26]=[CH:25][N:24]=[CH:23][C:22]=3[C:27]([N:29]3[C:38]4[C:33](=[CH:34][CH:35]=[CH:36][CH:37]=4)[N:32]([CH:39]4[CH2:41][CH2:40]4)[CH2:31][CH2:30]3)=[O:28])=[CH:15][C:14]=2[Cl:42])=[N:9][N:10]=1)=O)C.O.O.[OH-].[Li+].Cl. The catalyst is O1CCOCC1.C(OCC)(=O)C. The product is [Cl:42][C:14]1[CH:15]=[C:16]([O:20][C:21]2[CH:26]=[CH:25][N:24]=[CH:23][C:22]=2[C:27]([N:29]2[C:38]3[C:33](=[CH:34][CH:35]=[CH:36][CH:37]=3)[N:32]([CH:39]3[CH2:40][CH2:41]3)[CH2:31][CH2:30]2)=[O:28])[C:17]([Cl:19])=[CH:18][C:13]=1[C:12]([NH:11][C:8]1[S:7][CH:6]=[N:10][N:9]=1)=[O:43]. The yield is 0.330. (7) The catalyst is O1CCCC1.[Cl-].[Na+].O. The reactants are [H-].[Al+3].[Li+].[H-].[H-].[H-].[CH2:7]([N:14]1[CH:18]=[C:17]([CH2:19][CH2:20][C:21](OCC)=[O:22])[C:16]([CH:26]([CH3:28])[CH3:27])=[N:15]1)[C:8]1[CH:13]=[CH:12][CH:11]=[CH:10][CH:9]=1.CC(C)=O. The product is [CH2:7]([N:14]1[CH:18]=[C:17]([CH2:19][CH2:20][CH2:21][OH:22])[C:16]([CH:26]([CH3:28])[CH3:27])=[N:15]1)[C:8]1[CH:9]=[CH:10][CH:11]=[CH:12][CH:13]=1. The yield is 0.980. (8) The reactants are [NH3:1].Cl[C:3]1[C:8]([CH2:9][C:10](OC)=[O:11])=[C:7]([CH3:14])[N:6]=[C:5]([C:15]2[CH:20]=[CH:19][C:18]([O:21][CH3:22])=[C:17]([F:23])[CH:16]=2)[N:4]=1. The catalyst is O1CCCC1. The product is [F:23][C:17]1[CH:16]=[C:15]([C:5]2[N:6]=[C:7]([CH3:14])[C:8]3[CH2:9][C:10](=[O:11])[NH:1][C:3]=3[N:4]=2)[CH:20]=[CH:19][C:18]=1[O:21][CH3:22]. The yield is 0.340.